This data is from TCR-epitope binding with 47,182 pairs between 192 epitopes and 23,139 TCRs. The task is: Binary Classification. Given a T-cell receptor sequence (or CDR3 region) and an epitope sequence, predict whether binding occurs between them. (1) The epitope is KRWIIMGLNK. The TCR CDR3 sequence is CASSYTGGGTEAFF. Result: 0 (the TCR does not bind to the epitope). (2) The epitope is WICLLQFAY. The TCR CDR3 sequence is CASSEYIMATEKLFF. Result: 0 (the TCR does not bind to the epitope). (3) The epitope is VLWAHGFEL. The TCR CDR3 sequence is CASSLAGAYNEQFF. Result: 0 (the TCR does not bind to the epitope). (4) The epitope is FIAGLIAIV. The TCR CDR3 sequence is CASGPYGNTIYF. Result: 1 (the TCR binds to the epitope). (5) Result: 1 (the TCR binds to the epitope). The epitope is FLNRFTTTL. The TCR CDR3 sequence is CASSESDGDTEAFF. (6) The epitope is FVRATATIPI. The TCR CDR3 sequence is CASSPGLAGYEQYF. Result: 1 (the TCR binds to the epitope). (7) The epitope is NQKLIANQF. The TCR CDR3 sequence is CASSLLAGSTDTQYF. Result: 0 (the TCR does not bind to the epitope).